Dataset: Forward reaction prediction with 1.9M reactions from USPTO patents (1976-2016). Task: Predict the product of the given reaction. (1) Given the reactants [I:1][C:2]1[C:3]2[C:4](=[CH:8][NH:9][N:10]=2)[N:5]=[CH:6][CH:7]=1.[H-].[Na+].Cl[CH2:14][C:15]1[CH:20]=[CH:19][C:18]([O:21][CH3:22])=[CH:17][CH:16]=1, predict the reaction product. The product is: [I:1][C:2]1[C:3]2[C:4](=[CH:8][N:9]([CH2:14][C:15]3[CH:20]=[CH:19][C:18]([O:21][CH3:22])=[CH:17][CH:16]=3)[N:10]=2)[N:5]=[CH:6][CH:7]=1. (2) Given the reactants Cl.C[O:3][C:4](=[O:16])[C@H:5]([CH2:7][C:8]1[CH:13]=[CH:12][C:11]([Cl:14])=[C:10]([Br:15])[CH:9]=1)[NH2:6].[N:17]1[S:21][N:20]=[C:19]2[C:22]([S:26]([NH:29][C:30]3[CH:38]=[C:37]([Br:39])[CH:36]=[CH:35][C:31]=3[C:32](O)=[O:33])(=[O:28])=[O:27])=[CH:23][CH:24]=[CH:25][C:18]=12, predict the reaction product. The product is: [N:17]1[S:21][N:20]=[C:19]2[C:22]([S:26]([NH:29][C:30]3[CH:38]=[C:37]([Br:39])[CH:36]=[CH:35][C:31]=3[C:32]([NH:6][C@@H:5]([CH2:7][C:8]3[CH:13]=[CH:12][C:11]([Cl:14])=[C:10]([Br:15])[CH:9]=3)[C:4]([OH:3])=[O:16])=[O:33])(=[O:28])=[O:27])=[CH:23][CH:24]=[CH:25][C:18]=12.